Dataset: Catalyst prediction with 721,799 reactions and 888 catalyst types from USPTO. Task: Predict which catalyst facilitates the given reaction. (1) Product: [Cl:1][C:2]1[O:6][C:5]([CH2:7][C:8]2[CH:15]=[CH:14][C:11]([CH2:12][CH2:19][N+:16]([O-:18])=[O:17])=[CH:10][CH:9]=2)=[CH:4][CH:3]=1. The catalyst class is: 211. Reactant: [Cl:1][C:2]1[O:6][C:5]([CH2:7][C:8]2[CH:15]=[CH:14][C:11]([CH:12]=O)=[CH:10][CH:9]=2)=[CH:4][CH:3]=1.[N+:16]([CH3:19])([O-:18])=[O:17].C([O-])(=O)C.[NH4+].[BH4-].[Na+]. (2) Product: [CH:20]1([CH:4]([O:5][C:6]2[C:7]([Cl:19])=[N:8][C:9]([Cl:18])=[N:10][C:11]=2[N:12]2[CH2:13][CH2:14][O:15][CH2:16][CH2:17]2)[CH2:3][OH:2])[CH2:22][CH2:21]1. The catalyst class is: 1. Reactant: C[O:2][C:3](=O)[CH:4]([CH:20]1[CH2:22][CH2:21]1)[O:5][C:6]1[C:7]([Cl:19])=[N:8][C:9]([Cl:18])=[N:10][C:11]=1[N:12]1[CH2:17][CH2:16][O:15][CH2:14][CH2:13]1.CC(C[AlH]CC(C)C)C. (3) Reactant: Br[C:2]1[CH:3]=[N:4][CH:5]=[C:6]([Br:9])[C:7]=1[OH:8].C1([Mg]Br)C=CC=CC=1.[Li]CCCC.[CH:23](=[O:30])[C:24]1[CH:29]=[CH:28][CH:27]=[CH:26][CH:25]=1. The catalyst class is: 1. Product: [Br:9][C:6]1[CH:5]=[N:4][CH:3]=[C:2]([CH:23]([OH:30])[C:24]2[CH:29]=[CH:28][CH:27]=[CH:26][CH:25]=2)[C:7]=1[OH:8]. (4) Reactant: [Br:1][C:2]1[CH:10]=[CH:9][C:5]([C:6](O)=[O:7])=[C:4]([Cl:11])[CH:3]=1.C(Cl)(=O)C(Cl)=O.[CH2:18]([N:20](CC)[CH2:21]C)C.CNC. Product: [Br:1][C:2]1[CH:10]=[CH:9][C:5]([C:6]([N:20]([CH3:21])[CH3:18])=[O:7])=[C:4]([Cl:11])[CH:3]=1. The catalyst class is: 85. (5) Reactant: [Cl:1][C:2]1[CH:9]=[C:8]([N:10]2[C:14]([CH3:15])=[C:13]([O:16][C:17]3[CH:22]=[CH:21][C:20]([N+:23]([O-])=O)=[CH:19][N:18]=3)[C:12]([CH3:26])=[N:11]2)[CH:7]=[CH:6][C:3]=1[C:4]#[N:5].Cl.C(O)(=O)C.N. Product: [NH2:23][C:20]1[CH:21]=[CH:22][C:17]([O:16][C:13]2[C:12]([CH3:26])=[N:11][N:10]([C:8]3[CH:7]=[CH:6][C:3]([C:4]#[N:5])=[C:2]([Cl:1])[CH:9]=3)[C:14]=2[CH3:15])=[N:18][CH:19]=1. The catalyst class is: 324. (6) Reactant: CO[CH:3](OC)[N:4]([CH3:6])[CH3:5].[CH2:9]([O:16][N:17]1[C:23](=[O:24])[N:22]2[CH2:25][C@H:18]1[CH2:19][CH2:20][C@H:21]2[C:26]([NH2:28])=[O:27])[C:10]1[CH:15]=[CH:14][CH:13]=[CH:12][CH:11]=1. Product: [CH2:9]([O:16][N:17]1[C:23](=[O:24])[N:22]2[CH2:25][C@H:18]1[CH2:19][CH2:20][C@H:21]2[C:26](/[N:28]=[CH:3]\[N:4]([CH3:6])[CH3:5])=[O:27])[C:10]1[CH:15]=[CH:14][CH:13]=[CH:12][CH:11]=1. The catalyst class is: 12.